Dataset: Full USPTO retrosynthesis dataset with 1.9M reactions from patents (1976-2016). Task: Predict the reactants needed to synthesize the given product. (1) Given the product [CH3:1][O:2][C:3]1[C:4]2[NH:27][C:26]3[C:21](=[CH:22][C:23]([CH3:28])=[CH:24][CH:25]=3)[C:5]=2[CH:6]=[C:7]2[C:8]3[CH:9]=[C:10]([CH3:16])[CH:11]=[CH:12][C:13]=3[NH:14][C:15]=12, predict the reactants needed to synthesize it. The reactants are: [CH3:1][O:2][C:3]1[C:15]2[NH:14][C:13]3[C:8](=[CH:9][C:10]([C:16](OCC)=O)=[CH:11][CH:12]=3)[C:7]=2[CH:6]=[C:5]2[C:21]3[CH:22]=[C:23]([C:28](OCC)=O)[CH:24]=[CH:25][C:26]=3[NH:27][C:4]=12.[H-].[H-].[H-].[H-].[Li+].[Al+3]. (2) Given the product [O:21]1[C:25]2[CH:26]=[CH:27][CH:28]=[CH:29][C:24]=2[CH:23]=[C:22]1[S:30]([NH:1][C:2]1[CH:7]=[C:6]([CH3:8])[CH:5]=[CH:4][C:3]=1[S:9][CH2:10][C:11]1[CH:20]=[CH:19][CH:18]=[CH:17][C:12]=1[C:13]([O:15][CH3:16])=[O:14])(=[O:32])=[O:31], predict the reactants needed to synthesize it. The reactants are: [NH2:1][C:2]1[CH:7]=[C:6]([CH3:8])[CH:5]=[CH:4][C:3]=1[S:9][CH2:10][C:11]1[CH:20]=[CH:19][CH:18]=[CH:17][C:12]=1[C:13]([O:15][CH3:16])=[O:14].[O:21]1[C:25]2[CH:26]=[CH:27][CH:28]=[CH:29][C:24]=2[CH:23]=[C:22]1[S:30](Cl)(=[O:32])=[O:31].